This data is from Full USPTO retrosynthesis dataset with 1.9M reactions from patents (1976-2016). The task is: Predict the reactants needed to synthesize the given product. (1) The reactants are: [OH-].[Na+].[O:3]([CH2:45][CH2:46][O:47][CH2:48][CH2:49][O:50][C:51]1[CH:56]=[CH:55][C:54]([C:57]2[C:58]([CH3:84])=[C:59]([C:66]([C:68]3[CH:69]=[C:70]4[C:75](=[CH:76][CH:77]=3)[NH:74][C:73](=[O:78])[N:72]([CH2:79][C:80]([O-:82])=[O:81])[C:71]4=[O:83])=[O:67])[N:60]3[C:65]=2[CH:64]=[CH:63][CH:62]=[CH:61]3)=[CH:53][CH:52]=1)[CH2:4][CH2:5][O:6][CH2:7][CH2:8][O:9][C:10]1[CH:15]=[CH:14][C:13]([C:16]2[C:17]([CH3:44])=[C:18]([C:25]([C:27]3[CH:28]=[C:29]4[C:34](=[CH:35][CH:36]=3)[NH:33][C:32](=[O:37])[N:31]([CH2:38][C:39]([O:41]C)=[O:40])[C:30]4=[O:43])=[O:26])[N:19]3[C:24]=2[CH:23]=[CH:22][CH:21]=[CH:20]3)=[CH:12][CH:11]=1.Cl. Given the product [O:3]([CH2:45][CH2:46][O:47][CH2:48][CH2:49][O:50][C:51]1[CH:56]=[CH:55][C:54]([C:57]2[C:58]([CH3:84])=[C:59]([C:66]([C:68]3[CH:69]=[C:70]4[C:75](=[CH:76][CH:77]=3)[NH:74][C:73](=[O:78])[N:72]([CH2:79][C:80]([OH:82])=[O:81])[C:71]4=[O:83])=[O:67])[N:60]3[C:65]=2[CH:64]=[CH:63][CH:62]=[CH:61]3)=[CH:53][CH:52]=1)[CH2:4][CH2:5][O:6][CH2:7][CH2:8][O:9][C:10]1[CH:15]=[CH:14][C:13]([C:16]2[C:17]([CH3:44])=[C:18]([C:25]([C:27]3[CH:28]=[C:29]4[C:34](=[CH:35][CH:36]=3)[NH:33][C:32](=[O:37])[N:31]([CH2:38][C:39]([OH:41])=[O:40])[C:30]4=[O:43])=[O:26])[N:19]3[C:24]=2[CH:23]=[CH:22][CH:21]=[CH:20]3)=[CH:12][CH:11]=1, predict the reactants needed to synthesize it. (2) Given the product [CH2:1]([O:3][C:4]1[C:27]([O:28][CH3:29])=[CH:26][C:7]2[C:8]([C:17]3[CH:25]=[CH:24][C:20]([C:21]([N:33]([CH:30]([CH3:32])[CH3:31])[CH:34]([CH3:41])[CH2:35][CH2:36][O:37][C:38](=[O:40])[CH2:39][C:7]4[CH:6]=[CH:5][C:4]([O:3][CH3:1])=[C:27]([O:28][CH3:29])[CH:26]=4)=[O:23])=[CH:19][CH:18]=3)=[N:9][C@H:10]3[C@@H:15]([C:6]=2[CH:5]=1)[CH2:14][N:13]([CH3:16])[CH2:12][CH2:11]3)[CH3:2], predict the reactants needed to synthesize it. The reactants are: [CH2:1]([O:3][C:4]1[C:27]([O:28][CH3:29])=[CH:26][C:7]2[C:8]([C:17]3[CH:25]=[CH:24][C:20]([C:21]([OH:23])=O)=[CH:19][CH:18]=3)=[N:9][C@H:10]3[C@@H:15]([C:6]=2[CH:5]=1)[CH2:14][N:13]([CH3:16])[CH2:12][CH2:11]3)[CH3:2].[CH:30]([NH:33][CH:34]([CH3:41])[CH2:35][CH2:36][O:37][C:38](=[O:40])[CH3:39])([CH3:32])[CH3:31]. (3) The reactants are: [CH2:1]1[C:9]2[C:4](=[CH:5][CH:6]=[CH:7][CH:8]=2)[CH2:3][CH:2]1[OH:10].[H-].[Na+].CS(O[CH2:18][CH2:19][C@@H:20]1[CH2:25][N:24]([C:26]([O:28][CH2:29][C:30]2[CH:35]=[CH:34][CH:33]=[CH:32][CH:31]=2)=[O:27])[CH2:23][CH2:22][N:21]1[C:36]([O:38][C:39]([CH3:42])([CH3:41])[CH3:40])=[O:37])(=O)=O.C(=O)(O)[O-].[Na+]. Given the product [CH2:1]1[C:9]2[C:4](=[CH:5][CH:6]=[CH:7][CH:8]=2)[CH2:3][CH:2]1[O:10][CH2:18][CH2:19][C@@H:20]1[CH2:25][N:24]([C:26]([O:28][CH2:29][C:30]2[CH:35]=[CH:34][CH:33]=[CH:32][CH:31]=2)=[O:27])[CH2:23][CH2:22][N:21]1[C:36]([O:38][C:39]([CH3:40])([CH3:42])[CH3:41])=[O:37], predict the reactants needed to synthesize it. (4) Given the product [Br:1][C:2]1[CH:7]=[N:6][CH:5]=[C:4]([O:8][Si:17]([C:20]([CH3:23])([CH3:22])[CH3:21])([CH3:19])[CH3:18])[CH:3]=1, predict the reactants needed to synthesize it. The reactants are: [Br:1][C:2]1[CH:3]=[C:4]([OH:8])[CH:5]=[N:6][CH:7]=1.N1C=CN=C1.ClCCl.[Si:17](Cl)([C:20]([CH3:23])([CH3:22])[CH3:21])([CH3:19])[CH3:18]. (5) The reactants are: O=[C:2]1[CH:7]=[CH:6][N:5]2[N:8]=[CH:9][C:10]([C:11]([OH:13])=O)=[C:4]2[NH:3]1.P(Cl)(Cl)([Cl:16])=O.[CH:19]([N:22](CC)C(C)C)([CH3:21])[CH3:20]. Given the product [Cl:16][C:2]1[CH:7]=[CH:6][N:5]2[N:8]=[CH:9][C:10]([C:11]([NH:22][CH:19]([CH3:21])[CH3:20])=[O:13])=[C:4]2[N:3]=1, predict the reactants needed to synthesize it. (6) Given the product [CH2:1]([N:3]1[C:7]2[N:8]=[C:9]([C:18]3[CH:23]=[CH:22][C:21]([NH:24][C:25]([NH:27][C:28]4[CH:36]=[CH:35][C:31]([C:32]([N:42]5[CH2:41][CH2:40][NH:39][C@H:38]([CH3:37])[CH2:43]5)=[O:33])=[CH:30][CH:29]=4)=[O:26])=[CH:20][CH:19]=3)[N:10]=[C:11]([N:12]3[CH2:17][CH2:16][O:15][CH2:14][CH2:13]3)[C:6]=2[N:5]=[N:4]1)[CH3:2], predict the reactants needed to synthesize it. The reactants are: [CH2:1]([N:3]1[C:7]2[N:8]=[C:9]([C:18]3[CH:23]=[CH:22][C:21]([NH:24][C:25]([NH:27][C:28]4[CH:36]=[CH:35][C:31]([C:32](O)=[O:33])=[CH:30][CH:29]=4)=[O:26])=[CH:20][CH:19]=3)[N:10]=[C:11]([N:12]3[CH2:17][CH2:16][O:15][CH2:14][CH2:13]3)[C:6]=2[N:5]=[N:4]1)[CH3:2].[CH3:37][C@@H:38]1[CH2:43][NH:42][CH2:41][CH2:40][NH:39]1.CCN(CC)CC.C1C=CC2N(O)N=NC=2C=1.CCN=C=NCCCN(C)C. (7) Given the product [CH:32]1([O:17][C:12]2[CH:13]=[N:14][CH:15]=[CH:16][C:11]=2[C:9]2[O:10][C:6]3[CH:5]=[CH:4][C:3]([C:2]([F:19])([F:1])[F:20])=[CH:18][C:7]=3[N:8]=2)[CH2:36][CH2:35][CH2:34][CH2:33]1, predict the reactants needed to synthesize it. The reactants are: [F:1][C:2]([F:20])([F:19])[C:3]1[CH:4]=[CH:5][C:6]2[O:10][C:9]([C:11]3[CH:16]=[CH:15][N:14]=[CH:13][C:12]=3[OH:17])=[N:8][C:7]=2[CH:18]=1.C(=O)([O-])[O-].[K+].[K+].CN(C=O)C.[CH:32]1(Br)[CH2:36][CH2:35][CH2:34][CH2:33]1.